From a dataset of Forward reaction prediction with 1.9M reactions from USPTO patents (1976-2016). Predict the product of the given reaction. (1) Given the reactants [C:1]1([CH2:7][CH2:8][CH2:9][N:10]2[CH2:15][CH2:14][NH:13][CH2:12][CH2:11]2)[CH:6]=[CH:5][CH:4]=[CH:3][CH:2]=1.Br[CH2:17][CH2:18][CH2:19][CH2:20][CH2:21][CH2:22][CH3:23], predict the reaction product. The product is: [CH2:17]([N:13]1[CH2:12][CH2:11][N:10]([CH2:9][CH2:8][CH2:7][C:1]2[CH:6]=[CH:5][CH:4]=[CH:3][CH:2]=2)[CH2:15][CH2:14]1)[CH2:18][CH2:19][CH2:20][CH2:21][CH2:22][CH3:23]. (2) Given the reactants [C:1]([N:4]1[C:13]2[C:8](=[CH:9][C:10]([N:14]3[CH2:19][CH2:18][N:17](C(OC(C)(C)C)=O)[C@@H:16]([CH3:27])[CH2:15]3)=[CH:11][CH:12]=2)[C@H:7]([NH:28][C:29]2[CH:34]=[CH:33][CH:32]=[C:31]([O:35][CH3:36])[N:30]=2)[C@@H:6]([CH3:37])[C@@H:5]1[CH:38]1[CH2:40][CH2:39]1)(=[O:3])[CH3:2].[I-].[Na+], predict the reaction product. The product is: [CH:38]1([C@H:5]2[C@H:6]([CH3:37])[C@@H:7]([NH:28][C:29]3[CH:34]=[CH:33][CH:32]=[C:31]([O:35][CH3:36])[N:30]=3)[C:8]3[C:13](=[CH:12][CH:11]=[C:10]([N:14]4[CH2:19][CH2:18][NH:17][C@@H:16]([CH3:27])[CH2:15]4)[CH:9]=3)[N:4]2[C:1](=[O:3])[CH3:2])[CH2:40][CH2:39]1. (3) Given the reactants [CH3:1][NH:2][NH:3][C:4]([C:6]1[CH:11]=[CH:10][CH:9]=[CH:8][N:7]=1)=[NH:5].[CH3:12][O:13][C:14]1[CH:15]=[CH:16][C:17]([OH:22])=[C:18]([CH:21]=1)[CH:19]=O, predict the reaction product. The product is: [CH3:12][O:13][C:14]1[CH:15]=[CH:16][C:17]([OH:22])=[C:18]([C:19]2[N:2]([CH3:1])[N:3]=[C:4]([C:6]3[CH:11]=[CH:10][CH:9]=[CH:8][N:7]=3)[N:5]=2)[CH:21]=1. (4) Given the reactants [OH:1][C:2]1[CH:3]=[C:4]([C:11]([OH:13])=[O:12])[C:5](=[CH:9][CH:10]=1)[C:6]([OH:8])=[O:7].[F:14][C:15]1[CH:16]=[C:17]([CH:20]=[CH:21][CH:22]=1)[CH2:18]Br.C(=O)([O-])[O-].[K+].[K+], predict the reaction product. The product is: [F:14][C:15]1[CH:16]=[C:17]([CH:20]=[CH:21][CH:22]=1)[CH2:18][O:7][C:6](=[O:8])[C:5]1[C:4](=[CH:3][C:2]([O:1][CH2:18][C:17]2[CH:20]=[CH:21][CH:22]=[C:15]([F:14])[CH:16]=2)=[CH:10][CH:9]=1)[C:11]([O:13][CH2:18][C:17]1[CH:20]=[CH:21][CH:22]=[C:15]([F:14])[CH:16]=1)=[O:12]. (5) Given the reactants Br[C:2]1[CH:3]=[C:4]([NH:10][C:11]2[CH:15]=[C:14]([CH3:16])[N:13]([CH3:17])[N:12]=2)[C:5](=[O:9])[N:6]([CH3:8])[CH:7]=1.[C:18]([O:21][CH2:22][C:23]1[C:24]([N:32]2[N:41]=[CH:40][C:39]3[C:34](=[C:35]([F:46])[CH:36]=[C:37]([C:42]([CH3:45])([CH3:44])[CH3:43])[CH:38]=3)[C:33]2=[O:47])=[N:25][CH:26]=[CH:27][C:28]=1B(O)O)(=[O:20])[CH3:19].[O-]P([O-])([O-])=O.[K+].[K+].[K+].C([O-])(=O)C.[Na+], predict the reaction product. The product is: [C:18]([O:21][CH2:22][C:23]1[C:24]([N:32]2[N:41]=[CH:40][C:39]3[C:34](=[C:35]([F:46])[CH:36]=[C:37]([C:42]([CH3:44])([CH3:43])[CH3:45])[CH:38]=3)[C:33]2=[O:47])=[N:25][CH:26]=[CH:27][C:28]=1[C:2]1[CH:3]=[C:4]([NH:10][C:11]2[CH:15]=[C:14]([CH3:16])[N:13]([CH3:17])[N:12]=2)[C:5](=[O:9])[N:6]([CH3:8])[CH:7]=1)(=[O:20])[CH3:19].